Dataset: Catalyst prediction with 721,799 reactions and 888 catalyst types from USPTO. Task: Predict which catalyst facilitates the given reaction. (1) Reactant: [F:1][CH:2]([F:23])[O:3][C:4]1[C:5]([OH:22])=[C:6]([C:12]2[CH:13]=[C:14]3[C:18](=[CH:19][CH:20]=2)[C:17](=[O:21])[O:16][CH2:15]3)[CH:7]=[CH:8][C:9]=1[O:10][CH3:11].C(=O)([O-])[O-].[K+].[K+].[CH2:30](I)[CH3:31]. Product: [F:23][CH:2]([F:1])[O:3][C:4]1[C:5]([O:22][CH2:30][CH3:31])=[C:6]([C:12]2[CH:13]=[C:14]3[C:18](=[CH:19][CH:20]=2)[C:17](=[O:21])[O:16][CH2:15]3)[CH:7]=[CH:8][C:9]=1[O:10][CH3:11]. The catalyst class is: 10. (2) Reactant: C(O)(=O)C.[CH:5]([NH2:7])=[NH:6].CO[Na].[Cl:11][C:12]1[CH:13]=[C:14]([CH:25]=[C:26]([C:28]#[N:29])[CH:27]=1)[O:15][CH:16]([C:22](=O)[CH3:23])[C:17](OCC)=[O:18]. Product: [Cl:11][C:12]1[CH:27]=[C:26]([CH:25]=[C:14]([O:15][C:16]2[C:17](=[O:18])[NH:7][CH:5]=[N:6][C:22]=2[CH3:23])[CH:13]=1)[C:28]#[N:29]. The catalyst class is: 5.